Dataset: Experimentally validated miRNA-target interactions with 360,000+ pairs, plus equal number of negative samples. Task: Binary Classification. Given a miRNA mature sequence and a target amino acid sequence, predict their likelihood of interaction. (1) The miRNA is hsa-miR-6869-3p with sequence CGCCGCGCGCAUCGGCUCAGC. The protein sequence of the target gene is MPGPLGSLEMGVLTFRDVALEFSLEEWQCLDTAQQNLYRNVMLENYRNLVFVGIAASKPDLITCLEQGKEPWNVKRHEMVTEPPVVYSYFAQDLWPKQGKKNYFQKVILRTYKKCGRENLQLRKYCKSMDECKVHKECYNGLNQCLTTTQNKIFQYDKYVKVFHKFSNSNRHKIGHTGKKSFKCKECEKSFCMLSHLAQHKRIHSGEKPYKCKECGKAYNEASNLSTHKRIHTGKKPYKCEECGKAFNRLSHLTTHKIIHTGKKPYKCEECGKAFNQSANLTTHKRIHTGEKPYKCEECG.... Result: 0 (no interaction). (2) The miRNA is hsa-miR-663a with sequence AGGCGGGGCGCCGCGGGACCGC. The protein sequence of the target gene is MLLSVPLLLGLLGLAVAEPAVYFKEQFLDGDGWTSRWIESKHKSDFGKFVLSSGKFYGDEEKDKGLQTSQDARFYALSASFEPFSNKGQTLVVQFTVKHEQNIDCGGGYVKLFPNSLDQTDMHGDSEYNIMFGPDICGPGTKKVHVIFNYKGKNVLINKDIRCKDDEFTHLYTLIVRPDNTYEVKIDNSQVESGSLEDDWDFLPPKKIKDPDASKPEDWDERAKIDDPTDSKPEDWDKPEHIPDPDAKKPEDWDEEMDGEWEPPVIQNPEYKGEWKPRQIDNPDYKGTWIHPEIDNPEYS.... Result: 1 (interaction). (3) The miRNA is mmu-miR-511-3p with sequence AAUGUGUAGCAAAAGACAGGAU. The protein sequence of the target gene is MAAAEPSPRRVGFVGAGRMAGAIAQGLIRAGKVEAQHILASAPTDRNLCHFQALGCRTTHSNQEVLQSCLLVIFATKPHVLPAVLAEVAPVVTTEHILVSVAAGVSLSTLEELLPPNTRVLRVLPNLPCVVQEGAIVMARGRHVGSSETKLLQHLLEACGRCEEVPEAYVDIHTGLSGSGVAFVCAFSEALAEGAVKMGMPSSLAHRIAAQTLLGTAKMLLHEGQHPAQLRSDVCTPGGTTIYGLHALEQGGLRAATMSAVEAATCRAKELSRK. Result: 0 (no interaction). (4) The miRNA is hsa-miR-3929 with sequence GAGGCUGAUGUGAGUAGACCACU. The protein sequence of the target gene is MASQPPPPPKPWETRRIPGAGPGPGPGPTFQSADLGPTLMTRPGQPALTRVPPPILPRPSQQTGSSSVNTFRPAYSSFSSGYGAYGNSFYGGYSPYSYGYNGLGYNRLRVDDLPPSRFVQQAEESSRGAFQSIESIVHAFASVSMMMDATFSAVYNSFRAVLDVANHFSRLKIHFTKVFSAFALVRTIRYLYRRLQRMLGLRRGSENEDLWAESEGTVACLGAEDRAATSAKSWPIFLFFAVILGGPYLIWKLLSTHSDEVTDSINWASGEDDHVVARAEYDFAAVSEEEISFRAGDMLN.... Result: 1 (interaction). (5) The miRNA is mmu-miR-574-3p with sequence CACGCUCAUGCACACACCCACA. The protein sequence of the target gene is MEFRQEEFRKLAGRALGRLHRLLEKRQEGAETLELSADGRPVTTHTRDPPVVDCTCFGLPRRYIIAIMSGLGFCISFGIRCNLGVAIVSMVNNSTTHRGGHVVVQKAQFNWDPETVGLIHGSFFWGYIVTQIPGGFICQKFAANRVFGFAIVATSTLNMLIPSAARVHYGCVIFVRILQGLVEGVTYPACHGIWSKWAPPLERSRLATTAFCGSYAGAVVAMPLAGVLVQYSGWSSVFYVYGSFGIFWYLFWLLVSYESPALHPSISEEERKYIEDAIGESAKLMNPVTKFNTPWRRFFT.... Result: 0 (no interaction). (6) The miRNA is hsa-miR-127-5p with sequence CUGAAGCUCAGAGGGCUCUGAU. The protein sequence of the target gene is MDAAGRGCHLLPLPAARGPARAPAAAAAAAASPPGPCSGAACAPSAAAGAGAMNPSSSAGEEKGATGGSSSSGSGAGSCCLGAEGGADPRGAGSAAAAGAAALDEPAAAGQKEKDEALEEKLRNLTFRKQVSYRKAISRAGLQHLAPAHPLSLPVANGPAKEPRATLDWSENAVNGEHLWLETNVSGDLCYLGEENCQVRFAKSALRRKCAVCKIVVHTACIEQLEKINFRCKPTFREGGSRSPRENFVRHHWVHRRRQEGKCKQCGKGFQQKFSFHSKEIVAISCSWCKQAFHNKVTCF.... Result: 1 (interaction).